This data is from Experimentally validated miRNA-target interactions with 360,000+ pairs, plus equal number of negative samples. The task is: Binary Classification. Given a miRNA mature sequence and a target amino acid sequence, predict their likelihood of interaction. (1) The miRNA is hsa-miR-1469 with sequence CUCGGCGCGGGGCGCGGGCUCC. The protein sequence of the target gene is MFQLPILNFSPQQVAGVCETLEESGDVERLGRFLWSLPVAPAACEALNKNESVLRARAIVAFHGGNYRELYHILENHKFTKESHAKLQALWLEAHYQEAEKLRGRPLGPVDKYRVRKKFPLPRTIWDGEQKTHCFKERTRHLLREWYLQDPYPNPSKKRELAQATGLTPTQVGNWFKNRRQRDRAAAAKNRLQQQVLSQGPGRVLRSEGEGTPEVLGVASSPAASLSSKAATSAISITSSDSECDI. Result: 0 (no interaction). (2) The miRNA is hsa-miR-6783-5p with sequence UAGGGGAAAAGUCCUGAUCCGG. The protein sequence of the target gene is MYKMEYSYLNSSAYESCMAGMDTSSLASAYADFSSCSQASGFQYNPIRTTFGATSGCPSLTPGSCSLGTLRDHQSSPYAAVPYKLFTDHGGLNEKRKQRRIRTTFTSAQLKELERVFAETHYPDIYTREELALKIDLTEARVQVWFQNRRAKFRKQERAAAAAAAAAKNGSSGKKSDSSRDDESKEAKSTDPDSTGGPGPNPNPTPSCGANGGGGGGPSPAGAPGAAGPGGPGGEPGKGGAAAAAAAAAAAAAAAAAAAAGGLAAAGGPGQGWAPGPGPITSIPDSLGGPFASVLSSLQR.... Result: 0 (no interaction).